Dataset: Catalyst prediction with 721,799 reactions and 888 catalyst types from USPTO. Task: Predict which catalyst facilitates the given reaction. Reactant: [CH:1]1([C:5]([OH:7])=O)[CH2:4][CH2:3][CH2:2]1.CN(C(ON1N=NC2C=CC=NC1=2)=[N+](C)C)C.F[P-](F)(F)(F)(F)F.CCN(C(C)C)C(C)C.[NH2:41][C:42]1[C:43](=[O:50])[N:44]([CH3:49])[CH:45]=[C:46]([Br:48])[CH:47]=1. The catalyst class is: 2. Product: [Br:48][C:46]1[CH:47]=[C:42]([NH:41][C:5]([CH:1]2[CH2:2][CH2:3][CH2:4]2)=[O:7])[C:43](=[O:50])[N:44]([CH3:49])[CH:45]=1.